From a dataset of Forward reaction prediction with 1.9M reactions from USPTO patents (1976-2016). Predict the product of the given reaction. Given the reactants [Cl-].Cl[CH:3]([C:8]1([N:11]=[C:12]([C:19]2[CH:24]=[CH:23][CH:22]=[CH:21][CH:20]=2)[C:13]2[CH:18]=[CH:17][CH:16]=[CH:15][CH:14]=2)[CH2:10][CH2:9]1)[C:4]([O:6][CH3:7])=[O:5].[N-:25]=[N+:26]=[N-:27].[Na+], predict the reaction product. The product is: [N:25]([CH:3]([C:8]1([N:11]=[C:12]([C:19]2[CH:24]=[CH:23][CH:22]=[CH:21][CH:20]=2)[C:13]2[CH:18]=[CH:17][CH:16]=[CH:15][CH:14]=2)[CH2:10][CH2:9]1)[C:4]([O:6][CH3:7])=[O:5])=[N+:26]=[N-:27].